From a dataset of Full USPTO retrosynthesis dataset with 1.9M reactions from patents (1976-2016). Predict the reactants needed to synthesize the given product. (1) Given the product [N+:3]([O-:5])([O-:4])=[O:1].[La+3:6].[N+:3]([O-:5])([O-:4])=[O:1].[N+:3]([O-:5])([O-:4])=[O:1], predict the reactants needed to synthesize it. The reactants are: [OH-:1].[K+].[NH3:3].[OH2:4].[O-2:5].[La+3:6].[O-2].[O-2].[La+3]. (2) Given the product [C:1]([C:5]1[CH:6]=[C:7]([C:14](=[O:16])[CH3:15])[CH:8]=[C:9]([O:13][CH2:18][CH2:19][O:20][CH3:21])[C:10]=1[O:11][CH3:12])([CH3:4])([CH3:2])[CH3:3], predict the reactants needed to synthesize it. The reactants are: [C:1]([C:5]1[CH:6]=[C:7]([C:14](=[O:16])[CH3:15])[CH:8]=[C:9]([OH:13])[C:10]=1[O:11][CH3:12])([CH3:4])([CH3:3])[CH3:2].Br[CH2:18][CH2:19][O:20][CH3:21].[H-].[Na+]. (3) Given the product [NH3:14].[CH3:2][OH:3].[CH3:39][C:2]1([CH3:1])[O:3][C:4]2[CH:5]=[CH:11][C:10]([C@@H:12]([OH:16])[CH2:13][NH:14][CH2:18][CH2:19][C:20]3[CH:38]=[CH:37][C:23]([O:24][CH2:25][CH2:26][O:27][CH2:28][C:29]4[CH:30]=[C:31]([CH:34]=[CH:35][CH:36]=4)[C:32]([NH2:33])=[O:40])=[CH:22][CH:21]=3)=[CH:9][C:8]=2[CH2:6][O:7]1, predict the reactants needed to synthesize it. The reactants are: [CH3:1][C:2]1([CH3:39])[O:7][C:6]2[CH:8]=[CH:9][C:10]([C@H:12]3[O:16]C(=O)[N:14]([CH2:18][CH2:19][C:20]4[CH:38]=[CH:37][C:23]([O:24][CH2:25][CH2:26][O:27][CH2:28][C:29]5[CH:30]=[C:31]([CH:34]=[CH:35][CH:36]=5)[C:32]#[N:33])=[CH:22][CH:21]=4)[CH2:13]3)=[CH:11][C:5]=2[CH2:4][O:3]1.[O:40]([Si](C)(C)C)[K]. (4) Given the product [N:7]1[C:8]([NH2:10])=[N:21][N:1]2[CH:6]=[CH:5][N:4]=[CH:3][C:2]=12, predict the reactants needed to synthesize it. The reactants are: [N:1]1[CH:6]=[CH:5][N:4]=[CH:3][C:2]=1[NH:7][C:8]([NH:10]C(=O)OCC)=S.Cl.NO.CC[N:21](C(C)C)C(C)C.C(O)C. (5) Given the product [Cl:12][C:10]1[CH:9]=[CH:8][C:7]2[N:6]([N:5]=[C:4]([CH2:3][NH2:1])[N:13]=2)[CH:11]=1, predict the reactants needed to synthesize it. The reactants are: [NH3:1].Br[CH2:3][C:4]1[N:13]=[C:7]2[CH:8]=[CH:9][C:10]([Cl:12])=[CH:11][N:6]2[N:5]=1. (6) Given the product [CH3:1][O:2][C:3]1[CH:4]=[CH:5][C:6]([CH2:7][N:8]2[CH:12]=[C:11]([C:13]3[CH:14]=[C:15]4[N:20]([C:21]5[CH:22]=[C:23]([NH:24][C:49](=[O:50])[C:48]6[CH:52]=[C:53]([S:55]([F:60])([F:56])([F:57])([F:58])[F:59])[CH:54]=[C:46]([N:43]7[CH2:42][CH2:41][N:40]([CH3:39])[CH2:45][CH2:44]7)[CH:47]=6)[CH:25]=[CH:26][C:27]=5[CH3:28])[CH:19]=[C:18]([CH3:29])[N:16]4[N:17]=3)[CH:10]=[N:9]2)=[CH:30][CH:31]=1, predict the reactants needed to synthesize it. The reactants are: [CH3:1][O:2][C:3]1[CH:31]=[CH:30][C:6]([CH2:7][N:8]2[CH:12]=[C:11]([C:13]3[CH:14]=[C:15]4[N:20]([C:21]5[CH:22]=[C:23]([CH:25]=[CH:26][C:27]=5[CH3:28])[NH2:24])[CH:19]=[C:18]([CH3:29])[N:16]4[N:17]=3)[CH:10]=[N:9]2)=[CH:5][CH:4]=1.FC(F)(F)C(O)=O.[CH3:39][N:40]1[CH2:45][CH2:44][N:43]([C:46]2[CH:47]=[C:48]([CH:52]=[C:53]([S:55]([F:60])([F:59])([F:58])([F:57])[F:56])[CH:54]=2)[C:49](O)=[O:50])[CH2:42][CH2:41]1. (7) Given the product [CH3:15][C:14]1[C:13](=[O:16])[C:12]2[C:7](=[CH:8][CH:9]=[CH:10][CH:11]=2)[NH:6][C:5]=1[CH2:4][NH:3][S:23]([CH2:17][CH2:18][CH2:19][CH2:20][CH2:21][CH3:22])(=[O:25])=[O:24], predict the reactants needed to synthesize it. The reactants are: Cl.Cl.[NH2:3][CH2:4][C:5]1[NH:6][C:7]2[C:12]([C:13](=[O:16])[C:14]=1[CH3:15])=[CH:11][CH:10]=[CH:9][CH:8]=2.[CH2:17]([S:23](Cl)(=[O:25])=[O:24])[CH2:18][CH2:19][CH2:20][CH2:21][CH3:22].